This data is from Catalyst prediction with 721,799 reactions and 888 catalyst types from USPTO. The task is: Predict which catalyst facilitates the given reaction. Reactant: [H-].[Na+].[F:3][C:4]1[CH:5]=[CH:6][C:7]2[N:8]([C:10]([C:13]3[N:18]=[C:17]([NH:19][C@H:20]([C:22]4[CH:27]=[CH:26][C:25]([F:28])=[CH:24][N:23]=4)[CH3:21])[C:16]([C:29]([O:31]CC)=[O:30])=[CH:15][N:14]=3)=[CH:11][N:12]=2)[CH:9]=1.[CH3:34]I. Product: [F:3][C:4]1[CH:5]=[CH:6][C:7]2[N:8]([C:10]([C:13]3[N:18]=[C:17]([N:19]([C@H:20]([C:22]4[CH:27]=[CH:26][C:25]([F:28])=[CH:24][N:23]=4)[CH3:21])[CH3:34])[C:16]([C:29]([OH:31])=[O:30])=[CH:15][N:14]=3)=[CH:11][N:12]=2)[CH:9]=1. The catalyst class is: 3.